This data is from Forward reaction prediction with 1.9M reactions from USPTO patents (1976-2016). The task is: Predict the product of the given reaction. (1) Given the reactants C(OC(N1CCC(=C/C=C/C2C=CC=CC=2)CC1)=O)(C)(C)C.[Cl:23][C:24]1[CH:29]=[CH:28][CH:27]=[C:26](/[CH:30]=[CH:31]/[CH2:32]P(OCC)(OCC)=O)[CH:25]=1.C(P(=O)(OCC)OCC)C=CC1C=CC=CC=1.O=[C:59]1[CH2:64][CH2:63][N:62]([C:65]2[S:66][CH:67]=[CH:68][C:69]=2[C:70]#[N:71])[CH2:61][CH2:60]1, predict the reaction product. The product is: [Cl:23][C:24]1[CH:25]=[C:26](/[CH:30]=[CH:31]/[CH:32]=[C:59]2[CH2:64][CH2:63][N:62]([C:65]3[S:66][CH:67]=[CH:68][C:69]=3[C:70]#[N:71])[CH2:61][CH2:60]2)[CH:27]=[CH:28][CH:29]=1. (2) Given the reactants Cl[C:2]1[CH:7]=[C:6]([C:8]([F:11])([F:10])[F:9])[N:5]=[C:4]([C:12]2[CH:17]=[CH:16][CH:15]=[CH:14][N:13]=2)[N:3]=1.[CH3:18][O:19][C:20]1[CH:26]=[CH:25][C:24]([O:27][CH3:28])=[CH:23][C:21]=1[NH2:22], predict the reaction product. The product is: [CH3:18][O:19][C:20]1[CH:26]=[CH:25][C:24]([O:27][CH3:28])=[CH:23][C:21]=1[NH:22][C:2]1[CH:7]=[C:6]([C:8]([F:11])([F:10])[F:9])[N:5]=[C:4]([C:12]2[CH:17]=[CH:16][CH:15]=[CH:14][N:13]=2)[N:3]=1. (3) Given the reactants [C:1]([OH:7])([C:3]([F:6])([F:5])[F:4])=[O:2].[F:8][C:9]([F:46])([F:45])[C:10]1[CH:11]=[C:12]([C:20]2[N:24]=[CH:23][N:22](/[CH:25]=[CH:26]\[C:27]([NH:29][NH:30][C:31](=[O:44])[C@@H:32]([NH:36]C(=O)OC(C)(C)C)[CH:33]([CH3:35])[CH3:34])=[O:28])[N:21]=2)[CH:13]=[C:14]([C:16]([F:19])([F:18])[F:17])[CH:15]=1, predict the reaction product. The product is: [F:4][C:3]([F:6])([F:5])[C:1]([OH:7])=[O:2].[NH2:36][C@@H:32]([CH:33]([CH3:35])[CH3:34])[C:31]([NH:30][NH:29][C:27](=[O:28])/[CH:26]=[CH:25]\[N:22]1[CH:23]=[N:24][C:20]([C:12]2[CH:11]=[C:10]([C:9]([F:45])([F:46])[F:8])[CH:15]=[C:14]([C:16]([F:18])([F:17])[F:19])[CH:13]=2)=[N:21]1)=[O:44]. (4) Given the reactants [Cl:1][C:2]1[C:11]([C:12](Cl)=[O:13])=[CH:10][C:9]2[C:4](=[CH:5][CH:6]=[CH:7][CH:8]=2)[N:3]=1.[NH2:15][C:16]1[CH:17]=[CH:18][C:19]([C:22]([O:24][CH3:25])=[O:23])=[N:20][CH:21]=1.N1C=CC=CC=1.O, predict the reaction product. The product is: [Cl:1][C:2]1[C:11]([C:12]([NH:15][C:16]2[CH:17]=[CH:18][C:19]([C:22]([O:24][CH3:25])=[O:23])=[N:20][CH:21]=2)=[O:13])=[CH:10][C:9]2[C:4](=[CH:5][CH:6]=[CH:7][CH:8]=2)[N:3]=1. (5) Given the reactants [C:1]([O:5][C:6]([N:8]1[CH2:13][CH:12]=[C:11](OS(C(F)(F)F)(=O)=O)[CH2:10][CH2:9]1)=[O:7])([CH3:4])([CH3:3])[CH3:2].[B:22]1([B:22]2[O:26][C:25]([CH3:28])([CH3:27])[C:24]([CH3:30])([CH3:29])[O:23]2)[O:26][C:25]([CH3:28])([CH3:27])[C:24]([CH3:30])([CH3:29])[O:23]1.C([O-])(=O)C.[K+], predict the reaction product. The product is: [C:1]([O:5][C:6]([N:8]1[CH2:13][CH:12]=[C:11]([B:22]2[O:26][C:25]([CH3:28])([CH3:27])[C:24]([CH3:30])([CH3:29])[O:23]2)[CH2:10][CH2:9]1)=[O:7])([CH3:4])([CH3:3])[CH3:2].